This data is from Peptide-MHC class II binding affinity with 134,281 pairs from IEDB. The task is: Regression. Given a peptide amino acid sequence and an MHC pseudo amino acid sequence, predict their binding affinity value. This is MHC class II binding data. The binding affinity (normalized) is 0.391. The peptide sequence is NARILKNCVDAKMTE. The MHC is DRB1_0301 with pseudo-sequence DRB1_0301.